This data is from Forward reaction prediction with 1.9M reactions from USPTO patents (1976-2016). The task is: Predict the product of the given reaction. (1) Given the reactants C[O:2][C:3](=[O:36])[CH2:4][CH2:5][C:6]1[CH:11]=[C:10]([CH3:12])[C:9]([C:13]2[NH:17][C:16]3[CH:18]=[C:19]([C:22]4[O:23][C:24]([C:27]5[CH:32]=[CH:31][C:30]([O:33][CH3:34])=[CH:29][CH:28]=5)=[N:25][N:26]=4)[CH:20]=[CH:21][C:15]=3[N:14]=2)=[C:8]([CH3:35])[CH:7]=1.[OH-].[Na+].Cl, predict the reaction product. The product is: [CH3:34][O:33][C:30]1[CH:31]=[CH:32][C:27]([C:24]2[O:23][C:22]([C:19]3[CH:20]=[CH:21][C:15]4[N:14]=[C:13]([C:9]5[C:8]([CH3:35])=[CH:7][C:6]([CH2:5][CH2:4][C:3]([OH:36])=[O:2])=[CH:11][C:10]=5[CH3:12])[NH:17][C:16]=4[CH:18]=3)=[N:26][N:25]=2)=[CH:28][CH:29]=1. (2) Given the reactants [CH3:1][C:2]1[C:3]([N:8]2[CH2:13][CH2:12][NH:11][CH2:10][CH2:9]2)=[N:4][CH:5]=[CH:6][CH:7]=1.C(O[BH-](O[C:24](=[O:26])[CH3:25])OC(=O)C)(=O)C.[Na+], predict the reaction product. The product is: [CH3:1][C:2]1[C:3]([N:8]2[CH2:9][CH2:10][N:11]([CH2:7][C:6]3[O:26][C:24]4[C:25](=[N:4][CH:3]=[CH:2][CH:1]=4)[CH:5]=3)[CH2:12][CH2:13]2)=[N:4][CH:5]=[CH:6][CH:7]=1. (3) The product is: [C:16]1([CH2:15][CH2:14][CH2:13][CH2:12][CH2:11][CH2:10][C:9]([C:22]2[O:23][C:24]([C:27]3[CH:28]=[C:29]([CH:34]=[CH:35][N:36]=3)[C:30]([O:32][CH3:33])=[O:31])=[CH:25][N:26]=2)=[O:8])[CH:21]=[CH:20][CH:19]=[CH:18][CH:17]=1. Given the reactants [Si]([O:8][CH:9]([C:22]1[O:23][C:24]([C:27]2[CH:28]=[C:29]([CH:34]=[CH:35][N:36]=2)[C:30]([O:32][CH3:33])=[O:31])=[CH:25][N:26]=1)[CH2:10][CH2:11][CH2:12][CH2:13][CH2:14][CH2:15][C:16]1[CH:21]=[CH:20][CH:19]=[CH:18][CH:17]=1)(C(C)(C)C)(C)C.[Si](OC(C1OC([Sn](CCCC)(CCCC)CCCC)=CN=1)CCCCCCC1C=CC=CC=1)(C(C)(C)C)(C)C.ClC1C=C(C=CN=1)C(OC)=O, predict the reaction product. (4) Given the reactants [CH:1]([C:3]1[N:7]([CH3:8])[C:6]2[C:9]([N:13]3[CH2:18][CH2:17][N:16]([C:19]([O:21][C:22]([CH3:25])([CH3:24])[CH3:23])=[O:20])[CH2:15][CH2:14]3)=[CH:10][CH:11]=[CH:12][C:5]=2[N:4]=1)=O.[CH2:26]([NH:29][C@@H:30]1[C:39]2[N:38]=[CH:37][CH:36]=[CH:35][C:34]=2[CH2:33][CH2:32][CH2:31]1)[CH2:27][CH3:28].C(O)(=O)C.C(O[BH-](OC(=O)C)OC(=O)C)(=O)C.[Na+], predict the reaction product. The product is: [CH2:26]([N:29]([CH2:1][C:3]1[N:7]([CH3:8])[C:6]2[C:9]([N:13]3[CH2:14][CH2:15][N:16]([C:19]([O:21][C:22]([CH3:23])([CH3:25])[CH3:24])=[O:20])[CH2:17][CH2:18]3)=[CH:10][CH:11]=[CH:12][C:5]=2[N:4]=1)[C@@H:30]1[C:39]2[N:38]=[CH:37][CH:36]=[CH:35][C:34]=2[CH2:33][CH2:32][CH2:31]1)[CH2:27][CH3:28]. (5) Given the reactants [NH2:1][C:2]1[C:3]([OH:20])=[C:4]([NH:8][C:9]2[CH:10]=[C:11]([CH:17]=[CH:18][CH:19]=2)[C:12]([O:14][CH2:15][CH3:16])=[O:13])[CH:5]=[CH:6][CH:7]=1.C1(N=C=NC2CCCCC2)CCCCC1.O.ON1C2C=CC=CC=2N=N1.[Cl:47][C:48]1[CH:53]=[CH:52][CH:51]=[C:50]([Cl:54])[C:49]=1[C:55]1[C:59]([CH2:60][CH2:61][C:62](O)=[O:63])=[C:58]([CH:65]([CH3:67])[CH3:66])[O:57][N:56]=1, predict the reaction product. The product is: [Cl:54][C:50]1[CH:51]=[CH:52][CH:53]=[C:48]([Cl:47])[C:49]=1[C:55]1[C:59]([CH2:60][CH2:61][C:62]([NH:1][C:2]2[C:3]([OH:20])=[C:4]([NH:8][C:9]3[CH:10]=[C:11]([CH:17]=[CH:18][CH:19]=3)[C:12]([O:14][CH2:15][CH3:16])=[O:13])[CH:5]=[CH:6][CH:7]=2)=[O:63])=[C:58]([CH:65]([CH3:67])[CH3:66])[O:57][N:56]=1. (6) Given the reactants [F:1][C:2]1[CH:3]=[C:4]([CH:35]=[CH:36][C:37]=1[F:38])[CH2:5][NH:6][C:7]([C:9]1[C:17]2[C:12](=[CH:13][C:14]([O:18][CH:19]([CH3:21])[CH3:20])=[CH:15][CH:16]=2)[N:11]([CH2:22][C:23]2[CH:28]=[CH:27][CH:26]=[CH:25][N:24]=2)[C:10]=1[C:29]([NH:31][CH2:32][CH2:33]O)=[O:30])=[O:8].CCN(CC)CC.CS(Cl)(=O)=O, predict the reaction product. The product is: [F:1][C:2]1[CH:3]=[C:4]([CH:35]=[CH:36][C:37]=1[F:38])[CH2:5][NH:6][C:7]([C:9]1[C:17]2[C:12](=[CH:13][C:14]([O:18][CH:19]([CH3:21])[CH3:20])=[CH:15][CH:16]=2)[N:11]([CH2:22][C:23]2[CH:28]=[CH:27][CH:26]=[CH:25][N:24]=2)[C:10]=1[C:29]1[O:30][CH2:33][CH2:32][N:31]=1)=[O:8]. (7) Given the reactants F[C:2]1[C:3]([C:8]#[N:9])=[N:4][CH:5]=[CH:6][CH:7]=1.[CH3:10][NH:11][NH2:12], predict the reaction product. The product is: [CH3:10][N:11]1[C:2]2[C:3](=[N:4][CH:5]=[CH:6][CH:7]=2)[C:8]([NH2:9])=[N:12]1. (8) Given the reactants [Na+].[Cl-].[OH:3]C1C(CC=C(C)C)=C(O)C=CC=1CCCC1C=CC(O)=CC=1.CC(C)=CC[C:30]1[C:31]([OH:49])=[CH:32][CH:33]=[C:34]2[C:39](=[O:40])[CH2:38][C@@H:37]([C:41]3[CH:42]=[CH:43][C:44]([OH:48])=[CH:45][C:46]=3O)[O:36][C:35]=12, predict the reaction product. The product is: [CH2:38]1[C:39](=[O:40])[C:34]2[C:35](=[CH:30][C:31]([OH:49])=[CH:32][C:33]=2[OH:3])[O:36][C@@H:37]1[C:41]1[CH:42]=[CH:43][C:44]([OH:48])=[CH:45][CH:46]=1. (9) Given the reactants [C:1]([O:5][C:6]([N:8]1[CH2:13][C:12](=O)[NH:11][C:10]([C:18]2[CH:23]=[C:22]([Br:24])[CH:21]=[CH:20][C:19]=2[F:25])([CH:15]([F:17])[F:16])[CH2:9]1)=[O:7])([CH3:4])([CH3:3])[CH3:2].COC1C=CC(P2(SP(C3C=CC(OC)=CC=3)(=S)S2)=[S:35])=CC=1, predict the reaction product. The product is: [C:1]([O:5][C:6]([N:8]1[CH2:13][C:12](=[S:35])[NH:11][C:10]([C:18]2[CH:23]=[C:22]([Br:24])[CH:21]=[CH:20][C:19]=2[F:25])([CH:15]([F:17])[F:16])[CH2:9]1)=[O:7])([CH3:4])([CH3:3])[CH3:2].